This data is from Full USPTO retrosynthesis dataset with 1.9M reactions from patents (1976-2016). The task is: Predict the reactants needed to synthesize the given product. (1) Given the product [F:23][C:24]([F:29])([F:28])[C:25]([OH:27])=[O:26].[Cl:1][C:2]1[CH:3]=[C:4]([NH:5][CH:6]2[CH2:11][CH2:10][NH:9][CH2:8][CH2:7]2)[CH:19]=[CH:20][C:21]=1[Cl:22], predict the reactants needed to synthesize it. The reactants are: [Cl:1][C:2]1[CH:3]=[C:4]([CH:19]=[CH:20][C:21]=1[Cl:22])[NH:5][CH:6]1[CH2:11][CH2:10][N:9](C(OC(C)(C)C)=O)[CH2:8][CH2:7]1.[F:23][C:24]([F:29])([F:28])[C:25]([OH:27])=[O:26]. (2) The reactants are: [Al+3].[Cl-].[Cl-].[Cl-].[H-].[H-].[H-].[H-].[Li+].[Al+3].[C:11]([N:14]1[CH2:19][CH2:18][N:17]([C:20](=O)[CH3:21])[C:16]2[CH:23]=[CH:24][N:25]=[CH:26][C:15]1=2)(=O)[CH3:12]. Given the product [CH2:20]([N:17]1[CH2:18][CH2:19][N:14]([CH2:11][CH3:12])[C:15]2[CH:26]=[N:25][CH:24]=[CH:23][C:16]1=2)[CH3:21], predict the reactants needed to synthesize it. (3) Given the product [NH2:1][C:2]1[C:10]2[C:9]([C:11]3[CH:16]=[CH:15][C:14]([Cl:17])=[C:13]([Cl:18])[CH:12]=3)=[N:8][C:7]([NH:26][CH2:27][CH2:28][C:29](=[O:30])[NH2:31])=[N:6][C:5]=2[S:4][C:3]=1[C:22]([NH2:24])=[O:23], predict the reactants needed to synthesize it. The reactants are: [NH2:1][C:2]1[C:10]2[C:9]([C:11]3[CH:16]=[CH:15][C:14]([Cl:17])=[C:13]([Cl:18])[CH:12]=3)=[N:8][C:7](S(C)=O)=[N:6][C:5]=2[S:4][C:3]=1[C:22]([NH2:24])=[O:23].Cl.[NH2:26][CH2:27][CH2:28][C:29]([NH2:31])=[O:30].CCN(C(C)C)C(C)C.CN(C=O)C. (4) The reactants are: [Cl:1][C:2]1[CH:3]=[C:4]([CH:8]2[C:12]([C:15]3[CH:20]=[CH:19][C:18]([Cl:21])=[CH:17][CH:16]=3)([C:13]#[N:14])[CH:11]([CH2:22][C:23]([CH3:26])([CH3:25])[CH3:24])[NH:10][CH:9]2[C:27]([OH:29])=O)[CH:5]=[CH:6][CH:7]=1.[NH:30]1[CH2:34][CH2:33][CH2:32][C@H:31]1[CH2:35][OH:36].CN(C(ON1N=NC2C=CC=NC1=2)=[N+](C)C)C.F[P-](F)(F)(F)(F)F.CCN(C(C)C)C(C)C. Given the product [Cl:1][C:2]1[CH:3]=[C:4]([C@@H:8]2[C@@H:9]([C:27]([N:30]3[CH2:34][CH2:33][CH2:32][C@H:31]3[CH2:35][OH:36])=[O:29])[NH:10][C@H:11]([CH2:22][C:23]([CH3:26])([CH3:24])[CH3:25])[C@:12]2([C:15]2[CH:16]=[CH:17][C:18]([Cl:21])=[CH:19][CH:20]=2)[C:13]#[N:14])[CH:5]=[CH:6][CH:7]=1, predict the reactants needed to synthesize it. (5) Given the product [CH2:13]([N:10]1[CH2:11][CH2:12][C:7]2[C:5]([OH:6])=[N:33][C:31]([N:30]([CH2:34][CH3:35])[CH2:28][CH3:29])=[N:32][C:8]=2[CH2:9]1)[C:14]1[CH:15]=[CH:16][CH:17]=[CH:18][CH:19]=1, predict the reactants needed to synthesize it. The reactants are: Cl.C(O[C:5]([CH:7]1[CH2:12][CH2:11][N:10]([CH2:13][C:14]2[CH:19]=[CH:18][CH:17]=[CH:16][CH:15]=2)[CH2:9][C:8]1=O)=[O:6])C.FC(F)(F)C([O-])=O.[CH2:28]([N+:30]([CH2:34][CH3:35])=[C:31]([NH2:33])[NH2:32])[CH3:29].[O-]CC.[Na+]. (6) Given the product [C:1]([O:5][C:6]([N:8]([CH3:22])[C@H:9]([C:10]([NH:80][C@H:79]([C:78]([N:77]([C@@H:73]([CH:74]([CH3:76])[CH3:75])/[CH:72]=[C:66](\[CH3:65])/[C:67]([O:69][CH2:70][CH3:71])=[O:68])[CH3:86])=[O:85])[C@H:81]([CH3:84])[O:82][CH3:83])=[O:11])[C:13]([CH3:21])([CH3:14])[C:15]1[CH:20]=[CH:19][CH:18]=[CH:17][CH:16]=1)=[O:7])([CH3:3])([CH3:2])[CH3:4], predict the reactants needed to synthesize it. The reactants are: [C:1]([O:5][C:6]([N:8]([CH3:22])[C@@H:9]([C:13]([CH3:21])([C:15]1[CH:20]=[CH:19][CH:18]=[CH:17][CH:16]=1)[CH3:14])[C:10](O)=[O:11])=[O:7])([CH3:4])([CH3:3])[CH3:2].F[P-](F)(F)(F)(F)F.N1(O[P+](N2CCCC2)(N2CCCC2)N2CCCC2)C2C=CC=CC=2N=N1.C(N(C(C)C)CC)(C)C.[CH3:65]/[C:66](=[CH:72]\[C@@H:73]([N:77]([CH3:86])[C:78](=[O:85])[C@H:79]([C@H:81]([CH3:84])[O:82][CH3:83])[NH2:80])[CH:74]([CH3:76])[CH3:75])/[C:67]([O:69][CH2:70][CH3:71])=[O:68]. (7) Given the product [Cl:26][C:21]1[CH:20]=[C:19]([C:13]2([C:15]([F:17])([F:16])[F:18])[O:12][N:11]=[C:10]([C:7]3[CH:6]=[CH:5][C:4]([C:3]([OH:27])=[O:2])=[CH:9][CH:8]=3)[CH2:14]2)[CH:24]=[C:23]([Cl:25])[CH:22]=1, predict the reactants needed to synthesize it. The reactants are: C[O:2][C:3](=[O:27])[C:4]1[CH:9]=[CH:8][C:7]([C:10]2[CH2:14][C:13]([C:19]3[CH:24]=[C:23]([Cl:25])[CH:22]=[C:21]([Cl:26])[CH:20]=3)([C:15]([F:18])([F:17])[F:16])[O:12][N:11]=2)=[CH:6][CH:5]=1.[OH-].[K+].Cl. (8) Given the product [CH:1]1([CH2:7][C:8]([NH2:11])=[O:9])[CH2:6][CH2:5][CH2:4][CH2:3][CH2:2]1, predict the reactants needed to synthesize it. The reactants are: [CH:1]1([CH2:7][C:8](Cl)=[O:9])[CH2:6][CH2:5][CH2:4][CH2:3][CH2:2]1.[NH4+:11].[OH-].C([O-])(O)=O.[Na+]. (9) Given the product [CH2:13]([C@H:11]1[CH2:12][NH:8][CH2:9][C@@H:10]1[CH2:20][N:21]([C:29]1[CH:34]=[CH:33][CH:32]=[CH:31][CH:30]=1)[C:22]1[CH:23]=[C:24]([OH:28])[CH:25]=[CH:26][CH:27]=1)[C:14]1[CH:19]=[CH:18][CH:17]=[CH:16][CH:15]=1, predict the reactants needed to synthesize it. The reactants are: C([N:8]1[CH2:12][C@H:11]([CH2:13][C:14]2[CH:19]=[CH:18][CH:17]=[CH:16][CH:15]=2)[C@@H:10]([CH2:20][N:21]([C:29]2[CH:34]=[CH:33][CH:32]=[CH:31][CH:30]=2)[C:22]2[CH:23]=[C:24]([OH:28])[CH:25]=[CH:26][CH:27]=2)[CH2:9]1)C1C=CC=CC=1.CC#N.